From a dataset of Full USPTO retrosynthesis dataset with 1.9M reactions from patents (1976-2016). Predict the reactants needed to synthesize the given product. (1) Given the product [Br:1][C:2]1[CH:7]=[CH:6][C:5]([S:8]([NH:12][C:13]2[C:14]([CH3:19])=[N:15][N:16]([CH3:18])[CH:17]=2)(=[O:10])=[O:9])=[CH:4][CH:3]=1, predict the reactants needed to synthesize it. The reactants are: [Br:1][C:2]1[CH:7]=[CH:6][C:5]([S:8](Cl)(=[O:10])=[O:9])=[CH:4][CH:3]=1.[NH2:12][C:13]1[C:14]([CH3:19])=[N:15][N:16]([CH3:18])[CH:17]=1. (2) Given the product [CH3:1][O:2][C:3]1[CH:4]=[C:5]2[C:10](=[CH:11][C:12]=1[O:13][CH3:14])[CH:9]([CH2:15][CH2:16][C:17]1[CH:22]=[CH:21][CH:20]=[CH:19][C:18]=1[O:23][CH3:24])[N:8]([CH:26]([C:31]1[CH:36]=[CH:35][CH:34]=[CH:33][CH:32]=1)[C:27]([OH:29])=[O:28])[CH2:7][CH2:6]2, predict the reactants needed to synthesize it. The reactants are: [CH3:1][O:2][C:3]1[CH:4]=[C:5]2[C:10](=[CH:11][C:12]=1[O:13][CH3:14])[CH:9]([CH2:15][CH2:16][C:17]1[CH:22]=[CH:21][CH:20]=[CH:19][C:18]=1[O:23][CH3:24])[NH:8][CH2:7][CH2:6]2.Br[CH:26]([C:31]1[CH:36]=[CH:35][CH:34]=[CH:33][CH:32]=1)[C:27]([O:29]C)=[O:28]. (3) Given the product [CH3:56][O:57][C:58](=[O:64])[C:59]([CH3:62])([NH:63][C:21]([C:12]1[CH:13]=[CH:14][C:15]2[C:20](=[CH:19][CH:18]=[CH:17][CH:16]=2)[C:11]=1[O:10][CH2:9][CH2:8][O:1][C:2]1[CH:7]=[CH:6][CH:5]=[CH:4][CH:3]=1)=[O:22])[CH2:60][CH3:61], predict the reactants needed to synthesize it. The reactants are: [O:1]([CH2:8][CH2:9][O:10][C:11]1[C:20]2[C:15](=[CH:16][CH:17]=[CH:18][CH:19]=2)[CH:14]=[CH:13][C:12]=1[C:21](O)=[O:22])[C:2]1[CH:7]=[CH:6][CH:5]=[CH:4][CH:3]=1.ON1C2C=CC=CC=2N=N1.Cl.C(N=C=NCCCN(C)C)C.C(N(CC)C(C)C)(C)C.Cl.[CH3:56][O:57][C:58](=[O:64])[C:59]([NH2:63])([CH3:62])[CH2:60][CH3:61]. (4) The reactants are: [Al+3].[Cl-].[Cl-].[Cl-].[C:5]1(=[O:11])[O:10][C:8](=[O:9])[CH2:7][CH2:6]1.Cl.[Br:13][C:14]1[CH:19]=[CH:18][CH:17]=[CH:16][CH:15]=1. Given the product [Br:13][C:14]1[CH:19]=[CH:18][C:17]([C:5](=[O:11])[CH2:6][CH2:7][C:8]([OH:10])=[O:9])=[CH:16][CH:15]=1, predict the reactants needed to synthesize it. (5) Given the product [CH:1]([N:14]1[CH2:17][CH:16]([O:18][CH:25]([C:26]([F:29])([F:28])[F:27])[C:24]([F:32])([F:31])[F:23])[CH2:15]1)([C:8]1[CH:13]=[CH:12][CH:11]=[CH:10][CH:9]=1)[C:2]1[CH:7]=[CH:6][CH:5]=[CH:4][CH:3]=1, predict the reactants needed to synthesize it. The reactants are: [CH:1]([N:14]1[CH2:17][CH:16]([O:18]S(C)(=O)=O)[CH2:15]1)([C:8]1[CH:13]=[CH:12][CH:11]=[CH:10][CH:9]=1)[C:2]1[CH:7]=[CH:6][CH:5]=[CH:4][CH:3]=1.[F:23][C:24]([F:32])([F:31])[CH:25](O)[C:26]([F:29])([F:28])[F:27]. (6) Given the product [Br:3][C:4]1[C:5]([CH2:22][O:23][CH3:28])=[N:6][N:7]([CH:9]2[CH2:14][CH2:13][N:12]([C:15]([O:17][C:18]([CH3:20])([CH3:19])[CH3:21])=[O:16])[CH2:11][CH2:10]2)[CH:8]=1, predict the reactants needed to synthesize it. The reactants are: [H-].[Na+].[Br:3][C:4]1[C:5]([CH2:22][OH:23])=[N:6][N:7]([CH:9]2[CH2:14][CH2:13][N:12]([C:15]([O:17][C:18]([CH3:21])([CH3:20])[CH3:19])=[O:16])[CH2:11][CH2:10]2)[CH:8]=1.S(OC)(O[CH3:28])(=O)=O. (7) The reactants are: FC(F)(F)C1C=CC(C=C)=CC=1.Br[C:14]1[CH2:18][CH2:17][O:16][N:15]=1.[OH:19][C:20]1[CH:21]=[N:22][CH:23]=[N:24][CH:25]=1. Given the product [N:22]1[CH:21]=[C:20]([O:19][C:14]2[CH2:18][CH2:17][O:16][N:15]=2)[CH:25]=[N:24][CH:23]=1, predict the reactants needed to synthesize it. (8) The reactants are: [CH3:1][O:2][C:3]1[CH:4]=[C:5]2[C:10](=[CH:11][C:12]=1[O:13][CH3:14])[N:9]=[CH:8][N:7]=[C:6]2[O:15][C:16]1[CH:22]=[CH:21][C:19]([NH2:20])=[CH:18][CH:17]=1.[CH3:23][O:24][C:25]1[CH:30]=[CH:29][CH:28]=[CH:27][C:26]=1[N:31]=[C:32]=[O:33].CO. Given the product [CH3:1][O:2][C:3]1[CH:4]=[C:5]2[C:10](=[CH:11][C:12]=1[O:13][CH3:14])[N:9]=[CH:8][N:7]=[C:6]2[O:15][C:16]1[CH:22]=[CH:21][C:19]([NH:20][C:32]([NH:31][C:26]2[CH:27]=[CH:28][CH:29]=[CH:30][C:25]=2[O:24][CH3:23])=[O:33])=[CH:18][CH:17]=1, predict the reactants needed to synthesize it. (9) Given the product [Cl:1][C:2]1[N:10]=[C:9]2[C:5]([N:6]=[CH:7][N:8]2[CH3:20])=[C:4]([N:11]2[CH2:16][CH2:15][O:14][CH2:13][C@@H:12]2[CH3:17])[N:3]=1, predict the reactants needed to synthesize it. The reactants are: [Cl:1][C:2]1[N:10]=[C:9]2[C:5]([N:6]=[CH:7][NH:8]2)=[C:4]([N:11]2[CH2:16][CH2:15][O:14][CH2:13][C@@H:12]2[CH3:17])[N:3]=1.CI.[C:20]([O-])([O-])=O.[K+].[K+]. (10) The reactants are: [CH3:1][C:2]([CH3:22])([CH3:21])[CH2:3][C:4]1[N:9]=[C:8]([CH2:10][OH:11])[CH:7]=[CH:6][C:5]=1[C:12]1[CH:17]=[C:16]([O:18][CH3:19])[CH:15]=[CH:14][C:13]=1[F:20].Cl[C:24]1[N:29]=[C:28]([CH3:30])[N:27]=[C:26]([CH:31]=[CH:32][C:33]([O:35]C)=[O:34])[CH:25]=1.[H-].[Na+].Cl. Given the product [CH3:1][C:2]([CH3:22])([CH3:21])[CH2:3][C:4]1[N:9]=[C:8]([CH2:10][O:11][C:24]2[N:29]=[C:28]([CH3:30])[N:27]=[C:26]([CH:31]=[CH:32][C:33]([OH:35])=[O:34])[CH:25]=2)[CH:7]=[CH:6][C:5]=1[C:12]1[CH:17]=[C:16]([O:18][CH3:19])[CH:15]=[CH:14][C:13]=1[F:20], predict the reactants needed to synthesize it.